This data is from Forward reaction prediction with 1.9M reactions from USPTO patents (1976-2016). The task is: Predict the product of the given reaction. Given the reactants [CH:1]([NH:4][C:5]1[CH:15]=[CH:14][C:8]([C:9]([O:11][CH2:12][CH3:13])=[O:10])=[CH:7][C:6]=1[N+:16]([O-])=O)([CH3:3])[CH3:2].[H][H], predict the reaction product. The product is: [NH2:16][C:6]1[CH:7]=[C:8]([CH:14]=[CH:15][C:5]=1[NH:4][CH:1]([CH3:2])[CH3:3])[C:9]([O:11][CH2:12][CH3:13])=[O:10].